This data is from Reaction yield outcomes from USPTO patents with 853,638 reactions. The task is: Predict the reaction yield, written as a fraction of the theoretical maximum amount of product (1.0 means a 100% yield; for example, 0.34 means a 34% yield). (1) The reactants are [CH3:1][O:2][C:3]1[N:4]=[C:5]2[C:10](=[CH:11][CH:12]=1)[N:9]=[CH:8][CH:7]=[C:6]2[NH:13][C:14]([N:16]1[CH2:21][CH2:20][NH:19][CH2:18][CH2:17]1)=[O:15].[O:22]=[C:23]1[NH:28][C:27]2[CH:29]=[C:30]([CH2:33][CH2:34]OS(C)(=O)=O)[CH:31]=[CH:32][C:26]=2[S:25][CH2:24]1.C(N(CC)CC)C.C(#N)C. The catalyst is O. The product is [CH3:1][O:2][C:3]1[N:4]=[C:5]2[C:10](=[CH:11][CH:12]=1)[N:9]=[CH:8][CH:7]=[C:6]2[NH:13][C:14]([N:16]1[CH2:21][CH2:20][N:19]([CH2:34][CH2:33][C:30]2[CH:31]=[CH:32][C:26]3[S:25][CH2:24][C:23](=[O:22])[NH:28][C:27]=3[CH:29]=2)[CH2:18][CH2:17]1)=[O:15]. The yield is 0.200. (2) The reactants are C([O:5][C:6]([C@@H:8]1[O:12][C:11](=[O:13])[N:10]([C:14]2[CH:19]=[C:18]([F:20])[C:17]([N:21]3[CH:26]=[CH:25][C:24](=[O:27])[CH2:23][CH2:22]3)=[C:16]([F:28])[CH:15]=2)[CH2:9]1)=O)CCC.[CH3:29][NH2:30]. The catalyst is CO. The product is [CH3:29][NH:30][C:6]([C@@H:8]1[O:12][C:11](=[O:13])[N:10]([C:14]2[CH:15]=[C:16]([F:28])[C:17]([N:21]3[CH:26]=[CH:25][C:24](=[O:27])[CH2:23][CH2:22]3)=[C:18]([F:20])[CH:19]=2)[CH2:9]1)=[O:5]. The yield is 0.760. (3) The reactants are [CH3:1][O:2][C:3]1[CH:8]=[C:7]([O:9][CH3:10])[CH:6]=[CH:5][C:4]=1[CH2:11][CH2:12][CH2:13][CH2:14][OH:15].[CH3:16][S:17](Cl)(=[O:19])=[O:18]. The catalyst is C(N(CC)CC)C. The product is [CH3:1][O:2][C:3]1[CH:8]=[C:7]([O:9][CH3:10])[CH:6]=[CH:5][C:4]=1[CH2:11][CH2:12][CH2:13][CH2:14][O:15][S:17]([CH3:16])(=[O:19])=[O:18]. The yield is 0.800. (4) The reactants are [CH3:1][C:2]([C:4]1[CH:5]=[CH:6][C:7]([OH:10])=[CH:8][CH:9]=1)=[O:3].C([O-])([O-])=O.[K+].[K+].[CH2:29](C(Br)COCC(Br)[CH2:29][C:30]1[CH:35]=[CH:34][CH:33]=[CH:32][CH:31]=1)[C:30]1[CH:35]=[CH:34][CH:33]=[CH:32][CH:31]=1.[CH2:38]([OH:40])[CH3:39]. No catalyst specified. The product is [CH2:29]([O:40][CH2:38][CH2:39][O:10][C:7]1[CH:8]=[CH:9][C:4]([C:2](=[O:3])[CH3:1])=[CH:5][CH:6]=1)[C:30]1[CH:31]=[CH:32][CH:33]=[CH:34][CH:35]=1. The yield is 0.610. (5) The reactants are C([O:8][C:9]1[CH:14]=[CH:13][N:12]=[C:11]([NH:15][C:16]2[CH:17]=[C:18]([C:23]3[S:27][C:26]([C:28]([OH:34])([CH3:33])[C:29]([F:32])([F:31])[F:30])=[N:25][CH:24]=3)[CH:19]=[C:20]([CH3:22])[CH:21]=2)[N:10]=1)C1C=CC=CC=1.C(O)C.C(O)(=O)C.[H][H]. The catalyst is [Pd].CO.C(OCC)(=O)C. The product is [CH3:22][C:20]1[CH:21]=[C:16]([NH:15][C:11]2[N:10]=[C:9]([OH:8])[CH:14]=[CH:13][N:12]=2)[CH:17]=[C:18]([C:23]2[S:27][C:26]([C:28]([OH:34])([CH3:33])[C:29]([F:32])([F:30])[F:31])=[N:25][CH:24]=2)[CH:19]=1. The yield is 0.770. (6) The reactants are [F:1][C:2]1[C:7]([CH:8]([C:13]2[C:21]3[C:16](=[CH:17][C:18]([O:22][CH2:23][CH2:24][O:25][CH3:26])=[CH:19][CH:20]=3)[NH:15][CH:14]=2)[CH2:9][N+:10]([O-])=O)=[CH:6][CH:5]=[CH:4][C:3]=1[NH:27][C:28](=[O:37])[O:29][CH2:30][C:31]1[CH:36]=[CH:35][CH:34]=[CH:33][CH:32]=1.[Cl-].[NH4+]. The catalyst is CO.O1CCCC1.[Zn]. The product is [NH2:10][CH2:9][CH:8]([C:7]1[C:2]([F:1])=[C:3]([NH:27][C:28](=[O:37])[O:29][CH2:30][C:31]2[CH:36]=[CH:35][CH:34]=[CH:33][CH:32]=2)[CH:4]=[CH:5][CH:6]=1)[C:13]1[C:21]2[C:16](=[CH:17][C:18]([O:22][CH2:23][CH2:24][O:25][CH3:26])=[CH:19][CH:20]=2)[NH:15][CH:14]=1. The yield is 0.860. (7) The reactants are [F:1][C:2]([F:7])([F:6])[C:3]([OH:5])=[O:4].[CH3:8][C:9]1[CH2:10][CH2:11][C@@H:12]([C:14]([O:16][CH2:17][CH3:18])=[O:15])[N:13]=1. The catalyst is CCO.[Pd]. The product is [F:1][C:2]([F:7])([F:6])[C:3]([OH:5])=[O:4].[CH3:8][C@@H:9]1[NH:13][C@H:12]([C:14]([O:16][CH2:17][CH3:18])=[O:15])[CH2:11][CH2:10]1. The yield is 0.600. (8) The reactants are [F:1][C:2]1[CH:7]=[C:6]([F:8])[CH:5]=[CH:4][C:3]=1[NH:9][C:10](=[O:55])[NH:11][C:12]1[CH:53]=[CH:52][C:15]([O:16][C:17]2[CH:22]=[CH:21][N:20]=[C:19]3[CH:23]=[C:24]([C:26]4[N:27]([CH3:51])[C:28]([CH2:31][N:32]([CH2:47][CH2:48][O:49][CH3:50])[C:33](=[O:46])[C@@H:34]([NH:38]C(=O)OC(C)(C)C)[CH:35]([CH3:37])[CH3:36])=[CH:29][N:30]=4)[S:25][C:18]=23)=[C:14]([F:54])[CH:13]=1.Cl.O1CCOCC1. The catalyst is C(Cl)Cl.O.C([O-])(O)=O.[Na+]. The product is [NH2:38][C@@H:34]([CH:35]([CH3:37])[CH3:36])[C:33]([N:32]([CH2:31][C:28]1[N:27]([CH3:51])[C:26]([C:24]2[S:25][C:18]3[C:19](=[N:20][CH:21]=[CH:22][C:17]=3[O:16][C:15]3[CH:52]=[CH:53][C:12]([NH:11][C:10]([NH:9][C:3]4[CH:4]=[CH:5][C:6]([F:8])=[CH:7][C:2]=4[F:1])=[O:55])=[CH:13][C:14]=3[F:54])[CH:23]=2)=[N:30][CH:29]=1)[CH2:47][CH2:48][O:49][CH3:50])=[O:46]. The yield is 0.890. (9) The reactants are Cl[C:2]1[C:3]([CH3:21])=[C:4]([NH:11][C:12]2[CH:17]=[CH:16][C:15]([O:18][CH2:19][CH3:20])=[CH:14][CH:13]=2)[C:5]2[N:6]([CH:8]=[CH:9][N:10]=2)[N:7]=1.[NH2:22][C@H:23]1[CH2:28][CH2:27][C@@H:26]([NH2:29])[CH2:25][CH2:24]1. The catalyst is CO. The product is [NH2:22][C@@H:23]1[CH2:28][CH2:27][C@H:26]([NH:29][C:2]2[C:3]([CH3:21])=[C:4]([NH:11][C:12]3[CH:17]=[CH:16][C:15]([O:18][CH2:19][CH3:20])=[CH:14][CH:13]=3)[C:5]3[N:6]([CH:8]=[CH:9][N:10]=3)[N:7]=2)[CH2:25][CH2:24]1. The yield is 0.113. (10) The reactants are [Br:1][C:2]1[CH:6]=[C:5](Br)[S:4][C:3]=1[C:8]1[S:9][C:10](Br)=[CH:11][C:12]=1[Br:13].O.C(O)(=O)C.Cl. The catalyst is C(O)C.[Zn]. The product is [Br:13][C:12]1[CH:11]=[CH:10][S:9][C:8]=1[C:3]1[S:4][CH:5]=[CH:6][C:2]=1[Br:1]. The yield is 0.920.